From a dataset of Forward reaction prediction with 1.9M reactions from USPTO patents (1976-2016). Predict the product of the given reaction. (1) Given the reactants BrC1C=C[C:5]([CH:8]2[C:17]([C:18]3[CH:19]=[CH:20][C:21]4[O:26][CH2:25][C:24](=[O:27])[NH:23][C:22]=4[CH:28]=3)=[CH:16][C:15]3[C:10](=[CH:11][CH:12]=[CH:13][CH:14]=3)[S:9]2)=[CH:4][CH:3]=1.BrC(CCC)C(C1C=CC2OCC(=O)NC=2C=1)=O.[Br-].[F:48]C1C=CC(S)=C(C=1)C[P+](C1C=CC=CC=1)(C1C=CC=CC=1)C1C=CC=CC=1, predict the reaction product. The product is: [F:48][C:13]1[CH:14]=[C:15]2[C:10](=[CH:11][CH:12]=1)[S:9][CH:8]([CH2:5][CH2:4][CH3:3])[C:17]([C:18]1[CH:19]=[CH:20][C:21]3[O:26][CH2:25][C:24](=[O:27])[NH:23][C:22]=3[CH:28]=1)=[CH:16]2. (2) Given the reactants [OH:1][CH2:2][C:3]1[NH:4][C:5]2[C:6](=O)[CH:7]=[CH:8][C:9](=O)[C:10]=2[C:11]=1[CH2:12][OH:13].OCC1NC2C(C=1CO)=C([N+:29]([O-:31])=[O:30])C=CC=2.[CH3:32][OH:33], predict the reaction product. The product is: [OH:1][CH2:2][C:3]1[NH:4][C:5]2[C:10]([C:11]=1[CH2:12][OH:13])=[CH:9][CH:8]=[C:7]([O:33][CH3:32])[C:6]=2[N+:29]([O-:31])=[O:30]. (3) Given the reactants [CH:1]1([C:4]([N:6]2[CH2:10][CH2:9][C@@H:8]([CH2:11][NH:12][C:13]3[C:14]([NH2:23])=[CH:15][CH:16]=[CH:17][C:18]=3[C:19]([F:22])([F:21])[F:20])[CH2:7]2)=[O:5])[CH2:3][CH2:2]1.[CH:24]([C:26]1[CH:31]=[CH:30][C:29]([C:32]2[CH:40]=[C:39]3[C:35]([CH:36]=[N:37][NH:38]3)=[CH:34][CH:33]=2)=[CH:28][CH:27]=1)=O, predict the reaction product. The product is: [CH:1]1([C:4]([N:6]2[CH2:10][CH2:9][C@@H:8]([CH2:11][N:12]3[C:13]4[C:18]([C:19]([F:20])([F:21])[F:22])=[CH:17][CH:16]=[CH:15][C:14]=4[N:23]=[C:24]3[C:26]3[CH:27]=[CH:28][C:29]([C:32]4[CH:40]=[C:39]5[C:35]([CH:36]=[N:37][NH:38]5)=[CH:34][CH:33]=4)=[CH:30][CH:31]=3)[CH2:7]2)=[O:5])[CH2:3][CH2:2]1. (4) Given the reactants [Cl:1][C:2]1[CH:3]=[C:4]([CH2:9][OH:10])[CH:5]=[N:6][C:7]=1Cl.[NH:11]1[CH2:16][CH2:15][NH:14][CH2:13][CH2:12]1.C(N(CC)C(C)C)(C)C, predict the reaction product. The product is: [Cl:1][C:2]1[CH:3]=[C:4]([CH2:9][OH:10])[CH:5]=[N:6][C:7]=1[N:11]1[CH2:16][CH2:15][NH:14][CH2:13][CH2:12]1.